From a dataset of NCI-60 drug combinations with 297,098 pairs across 59 cell lines. Regression. Given two drug SMILES strings and cell line genomic features, predict the synergy score measuring deviation from expected non-interaction effect. (1) Drug 1: CC1=C(C=C(C=C1)NC(=O)C2=CC=C(C=C2)CN3CCN(CC3)C)NC4=NC=CC(=N4)C5=CN=CC=C5. Drug 2: CC1=C(C=C(C=C1)C(=O)NC2=CC(=CC(=C2)C(F)(F)F)N3C=C(N=C3)C)NC4=NC=CC(=N4)C5=CN=CC=C5. Cell line: T-47D. Synergy scores: CSS=0.0595, Synergy_ZIP=0.569, Synergy_Bliss=-2.34, Synergy_Loewe=-3.40, Synergy_HSA=-4.62. (2) Drug 1: CC1=C(C(CCC1)(C)C)C=CC(=CC=CC(=CC(=O)O)C)C. Drug 2: CC1C(C(CC(O1)OC2CC(CC3=C2C(=C4C(=C3O)C(=O)C5=C(C4=O)C(=CC=C5)OC)O)(C(=O)CO)O)N)O.Cl. Cell line: SF-539. Synergy scores: CSS=42.9, Synergy_ZIP=-1.56, Synergy_Bliss=0.351, Synergy_Loewe=-1.16, Synergy_HSA=4.19.